From a dataset of Full USPTO retrosynthesis dataset with 1.9M reactions from patents (1976-2016). Predict the reactants needed to synthesize the given product. (1) Given the product [F:1][C:2]1[CH:7]=[C:6]([C:8]([F:11])([F:9])[F:10])[CH:5]=[CH:4][C:3]=1[C:12]1[C:13]2[CH2:20][CH2:19][CH:18]([CH2:21][C:22]([N:24]3[CH2:25][CH2:29][CH2:28][CH2:26]3)=[O:23])[C:14]=2[CH:15]=[N:16][CH:17]=1, predict the reactants needed to synthesize it. The reactants are: [F:1][C:2]1[CH:7]=[C:6]([C:8]([F:11])([F:10])[F:9])[CH:5]=[CH:4][C:3]=1[C:12]1[C:13]2[CH2:20][CH2:19][CH:18]([CH2:21][C:22]([N:24]([CH3:26])[CH3:25])=[O:23])[C:14]=2[CH:15]=[N:16][CH:17]=1.N1CC[CH2:29][CH2:28]1. (2) Given the product [CH3:19][O:18][C:15]1[CH:16]=[CH:17][C:12]([C:11]([O:26][CH2:27][C@@:28]23[C@@H:34]([OH:35])[C@@H:31]([O:32][CH2:33]2)[C@H:30]([N:43]2[CH:51]=[N:50][C:49]4[C:48](=[O:52])[NH:47][CH:46]=[N:45][C:44]2=4)[O:29]3)([C:20]2[CH:21]=[CH:22][CH:23]=[CH:24][CH:25]=2)[C:10]2[CH:53]=[CH:54][C:7]([O:6][CH3:5])=[CH:8][CH:9]=2)=[CH:13][CH:14]=1, predict the reactants needed to synthesize it. The reactants are: C([O-])=O.[Na+].[CH3:5][O:6][C:7]1[CH:54]=[CH:53][C:10]([C:11]([O:26][CH2:27][C@@:28]23[C@@H:34]([O:35]CC4C=CC=CC=4)[C@@H:31]([O:32][CH2:33]2)[C@H:30]([N:43]2[CH:51]=[N:50][C:49]4[C:48](=[O:52])[NH:47][CH:46]=[N:45][C:44]2=4)[O:29]3)([C:20]2[CH:25]=[CH:24][CH:23]=[CH:22][CH:21]=2)[C:12]2[CH:17]=[CH:16][C:15]([O:18][CH3:19])=[CH:14][CH:13]=2)=[CH:9][CH:8]=1. (3) Given the product [OH:1][C:2]([CH3:47])([CH3:46])[C@@H:3]([NH:10][C:11]([NH:13][C:14]1[N:19]=[C:18]([CH2:20][OH:21])[C:17]2[C:22]([O:44][CH3:45])=[N:23][NH:24][C:16]=2[CH:15]=1)=[O:12])[C:4]1[CH:9]=[CH:8][CH:7]=[CH:6][CH:5]=1, predict the reactants needed to synthesize it. The reactants are: [OH:1][C:2]([CH3:47])([CH3:46])[C@@H:3]([NH:10][C:11]([NH:13][C:14]1[N:19]=[C:18]([CH2:20][OH:21])[C:17]2[C:22]([O:44][CH3:45])=[N:23][N:24](C(C3C=CC=CC=3)(C3C=CC=CC=3)C3C=CC=CC=3)[C:16]=2[CH:15]=1)=[O:12])[C:4]1[CH:9]=[CH:8][CH:7]=[CH:6][CH:5]=1.C([SiH](CC)CC)C.C(O)(C(F)(F)F)=O. (4) Given the product [ClH:47].[ClH:47].[OH:1][CH:2]1[CH2:3][CH2:4][N:5]([CH2:8][CH2:9][NH:10][C:11](=[O:46])[C@H:12]([CH3:45])[CH2:13][C@H:14]([OH:44])[C@@H:15]([NH2:36])[CH2:16][C@@H:17]([CH:33]([CH3:35])[CH3:34])[CH2:18][C:19]2[CH:24]=[CH:23][C:22]([O:25][CH3:26])=[C:21]([O:27][CH2:28][CH2:29][CH2:30][O:31][CH3:32])[CH:20]=2)[CH2:6][CH2:7]1, predict the reactants needed to synthesize it. The reactants are: [OH:1][CH:2]1[CH2:7][CH2:6][N:5]([CH2:8][CH2:9][NH:10][C:11](=[O:46])[C@H:12]([CH3:45])[CH2:13][C@H:14]([OH:44])[C@@H:15]([NH:36]C(OC(C)(C)C)=O)[CH2:16][C@@H:17]([CH:33]([CH3:35])[CH3:34])[CH2:18][C:19]2[CH:24]=[CH:23][C:22]([O:25][CH3:26])=[C:21]([O:27][CH2:28][CH2:29][CH2:30][O:31][CH3:32])[CH:20]=2)[CH2:4][CH2:3]1.[ClH:47]. (5) Given the product [NH2:1][C:2]1[N:7]=[CH:6][C:5]([C:8]2[N:9]=[C:10]([N:26]3[CH2:31][CH2:30][O:29][CH2:28][CH2:27]3)[C:11]3[S:16][C:15]([C:17]4[CH:18]=[C:19]([C:22]([N:36]5[CH2:37][CH2:38][CH:33]([OH:32])[CH2:34][CH2:35]5)=[O:23])[S:20][CH:21]=4)=[C:14]([CH3:25])[C:12]=3[N:13]=2)=[CH:4][N:3]=1, predict the reactants needed to synthesize it. The reactants are: [NH2:1][C:2]1[N:7]=[CH:6][C:5]([C:8]2[N:9]=[C:10]([N:26]3[CH2:31][CH2:30][O:29][CH2:28][CH2:27]3)[C:11]3[S:16][C:15]([C:17]4[CH:18]=[C:19]([C:22](O)=[O:23])[S:20][CH:21]=4)=[C:14]([CH3:25])[C:12]=3[N:13]=2)=[CH:4][N:3]=1.[OH:32][CH:33]1[CH2:38][CH2:37][NH:36][CH2:35][CH2:34]1.